From a dataset of Reaction yield outcomes from USPTO patents with 853,638 reactions. Predict the reaction yield, written as a fraction of the theoretical maximum amount of product (1.0 means a 100% yield; for example, 0.34 means a 34% yield). The reactants are [O:1]1[C:5]2([CH2:10][CH2:9][CH:8]([N:11]3[C:16](=[O:17])[C:15]([CH2:18][C:19]4[CH:24]=[CH:23][C:22]([C:25]5[C:26]([C:31]#[N:32])=[CH:27][CH:28]=[CH:29][CH:30]=5)=[CH:21][C:20]=4[F:33])=[C:14]([CH2:34][CH2:35][CH3:36])[N:13]4[N:37]=[CH:38][N:39]=[C:12]34)[CH2:7][CH2:6]2)OCC1.Cl.O1CCC[CH2:42]1. The product is [F:33][C:20]1[CH:21]=[C:22]([C:25]2[C:26]([C:31]#[N:32])=[CH:27][CH:28]=[CH:29][CH:30]=2)[CH:23]=[CH:24][C:19]=1[CH2:18][C:15]1[C:16](=[O:17])[N:11]([C@H:8]2[CH2:7][CH2:6][C@H:5]([OH:1])[CH2:10][CH2:9]2)[C:12]2[N:13]([N:37]=[C:38]([CH3:42])[N:39]=2)[C:14]=1[CH2:34][CH2:35][CH3:36]. The catalyst is C(OCC)(=O)C. The yield is 0.930.